Dataset: Catalyst prediction with 721,799 reactions and 888 catalyst types from USPTO. Task: Predict which catalyst facilitates the given reaction. Reactant: [OH:1][C:2]1[CH:9]=[C:8]([O:10][CH3:11])[C:7]([O:12][CH3:13])=[CH:6][C:3]=1[CH:4]=O.C([O-])([O-])=O.[K+].[K+].Br[CH2:21][C:22](=[O:24])[CH3:23]. Product: [CH3:13][O:12][C:7]1[C:8]([O:10][CH3:11])=[CH:9][C:2]2[O:1][C:21]([C:22](=[O:24])[CH3:23])=[CH:4][C:3]=2[CH:6]=1. The catalyst class is: 131.